This data is from Catalyst prediction with 721,799 reactions and 888 catalyst types from USPTO. The task is: Predict which catalyst facilitates the given reaction. (1) Reactant: [CH2:1]([N:8]1[CH:12]=[CH:11][N:10]=[CH:9]1)[C:2]1[CH:7]=[CH:6][CH:5]=[CH:4][CH:3]=1.C(N(CC)CC)C.Cl[C:21]([O:23][CH2:24][CH3:25])=[O:22]. Product: [CH2:1]([N:8]1[CH:12]=[CH:11][N:10]=[C:9]1[C:21]([O:23][CH2:24][CH3:25])=[O:22])[C:2]1[CH:3]=[CH:4][CH:5]=[CH:6][CH:7]=1. The catalyst class is: 10. (2) Reactant: [Br:1][C:2]1[N:6]=[CH:5][N:4]([C:7]2[CH:12]=[CH:11][C:10](OC(C)C)=[CH:9][CH:8]=2)[N:3]=1.C(=O)([O-])[O-].[Cs+].[Cs+].IC1C=CC([C:30]([F:33])([F:32])[F:31])=CC=1. Product: [Br:1][C:2]1[N:6]=[CH:5][N:4]([C:7]2[CH:8]=[CH:9][C:10]([C:30]([F:33])([F:32])[F:31])=[CH:11][CH:12]=2)[N:3]=1. The catalyst class is: 419. (3) Product: [CH3:1][O:2][C:3](=[O:33])[CH2:4][CH2:5][CH2:6][CH2:7][CH2:8][CH:9]1[O:28][CH2:27][CH2:26][CH2:25][C:24]2[CH:29]=[C:20]([CH:21]=[C:22]([O:30][CH3:31])[CH:23]=2)[CH2:19][O:18][C:17]2[CH:16]=[CH:15][CH:14]=[CH:13][C:12]=2[NH:11][C:10]1=[O:32]. Reactant: [CH3:1][O:2][C:3](=[O:33])[CH2:4][CH2:5][CH2:6][CH2:7][CH2:8][CH:9]1[O:28][CH2:27][CH:26]=[CH:25][C:24]2[CH:29]=[C:20]([CH:21]=[C:22]([O:30][CH3:31])[CH:23]=2)[CH2:19][O:18][C:17]2[CH:16]=[CH:15][CH:14]=[CH:13][C:12]=2[NH:11][C:10]1=[O:32].C(N)CCC. The catalyst class is: 99.